Task: Predict the reactants needed to synthesize the given product.. Dataset: Full USPTO retrosynthesis dataset with 1.9M reactions from patents (1976-2016) Given the product [O:45]1[C:21]2[CH:20]=[CH:19][CH:18]=[CH:17][C:16]=2[N:15]=[C:14]1[NH:13][C@H:9]1[CH2:10][CH2:11][CH2:12][C@@H:8]1[NH:7][C:5](=[O:6])[C:4]1[C:24]([O:28][CH3:29])=[CH:25][CH:26]=[CH:27][C:3]=1[O:2][CH3:1], predict the reactants needed to synthesize it. The reactants are: [CH3:1][O:2][C:3]1[CH:27]=[CH:26][CH:25]=[C:24]([O:28][CH3:29])[C:4]=1[C:5]([NH:7][C@H:8]1[CH2:12][CH2:11][CH2:10][C@H:9]1[NH:13][C:14]1C=N[C:21]2[C:16](=[CH:17][CH:18]=[CH:19][CH:20]=2)[N:15]=1)=[O:6].Cl.N[C@H]1CCC[C@@H]1NC(=O)C1C([O:45]C)=CC=CC=1OC.ClC1OC2C=CC=CC=2N=1.